This data is from Catalyst prediction with 721,799 reactions and 888 catalyst types from USPTO. The task is: Predict which catalyst facilitates the given reaction. (1) Reactant: [F:1][C:2]([F:34])([F:33])[C:3]1[CH:4]=[C:5]([C:13]([CH3:32])([CH3:31])[C:14]([NH:16][C:17]2[CH:18]=[N:19][C:20]([N:24]3[CH2:29][CH2:28][N:27]([CH3:30])[CH2:26][CH2:25]3)=[CH:21][C:22]=2[I:23])=[O:15])[CH:6]=[C:7]([C:9]([F:12])([F:11])[F:10])[CH:8]=1.[CH3:35][Si]([N-][Si](C)(C)C)(C)C.[K+].IC. Product: [F:12][C:9]([F:10])([F:11])[C:7]1[CH:6]=[C:5]([C:13]([CH3:32])([CH3:31])[C:14]([N:16]([C:17]2[CH:18]=[N:19][C:20]([N:24]3[CH2:29][CH2:28][N:27]([CH3:30])[CH2:26][CH2:25]3)=[CH:21][C:22]=2[I:23])[CH3:35])=[O:15])[CH:4]=[C:3]([C:2]([F:1])([F:33])[F:34])[CH:8]=1. The catalyst class is: 348. (2) Reactant: [OH-].[K+].C(OC(=O)[NH:12][CH2:13][C:14]1[S:15][CH:16]=[C:17]([C:19]2[CH:24]=[C:23]([C:25]([CH3:28])([CH3:27])[CH3:26])[C:22]([OH:29])=[C:21]([C:30]([CH3:33])([CH3:32])[CH3:31])[CH:20]=2)[N:18]=1)C1C=CC=CC=1. Product: [NH2:12][CH2:13][C:14]1[S:15][CH:16]=[C:17]([C:19]2[CH:24]=[C:23]([C:25]([CH3:26])([CH3:27])[CH3:28])[C:22]([OH:29])=[C:21]([C:30]([CH3:33])([CH3:32])[CH3:31])[CH:20]=2)[N:18]=1. The catalyst class is: 5. (3) Reactant: [C:1]12([CH2:11][C:12]([NH:14][C:15]3[C:16]4[CH2:24][CH2:23][N:22](CC5C=CC=CC=5)[CH2:21][C:17]=4[N:18]=[CH:19][N:20]=3)=[O:13])[CH2:10][CH:5]3[CH2:6][CH:7]([CH2:9][CH:3]([CH2:4]3)[CH2:2]1)[CH2:8]2. Product: [C:1]12([CH2:11][C:12]([NH:14][C:15]3[C:16]4[CH2:24][CH2:23][NH:22][CH2:21][C:17]=4[N:18]=[CH:19][N:20]=3)=[O:13])[CH2:8][CH:7]3[CH2:9][CH:3]([CH2:4][CH:5]([CH2:6]3)[CH2:10]1)[CH2:2]2. The catalyst class is: 285. (4) Reactant: CN(C=[N:5][S:6]([C:9]1[C:10]([C:15]2[CH:20]=[CH:19][C:18]([CH2:21][N:22]3[C:26]([C:27]4[CH:32]=[CH:31][CH:30]=[CH:29][CH:28]=4)=[C:25]([C:33]4[CH:38]=[CH:37][CH:36]=[CH:35][CH:34]=4)[N:24]=[C:23]3[C:39]3[CH:44]=[CH:43][CH:42]=[CH:41][CH:40]=3)=[CH:17][CH:16]=2)=[CH:11][CH:12]=[CH:13][CH:14]=1)(=[O:8])=[O:7])C. Product: [C:39]1([C:23]2[N:22]([CH2:21][C:18]3[CH:17]=[CH:16][C:15]([C:10]4[C:9]([S:6]([NH2:5])(=[O:8])=[O:7])=[CH:14][CH:13]=[CH:12][CH:11]=4)=[CH:20][CH:19]=3)[C:26]([C:27]3[CH:32]=[CH:31][CH:30]=[CH:29][CH:28]=3)=[C:25]([C:33]3[CH:34]=[CH:35][CH:36]=[CH:37][CH:38]=3)[N:24]=2)[CH:44]=[CH:43][CH:42]=[CH:41][CH:40]=1. The catalyst class is: 361. (5) Reactant: ClCCl.C(N(CC)CC)C.[I:11][C:12]1[CH:20]=[CH:19][CH:18]=[CH:17][C:13]=1[C:14](Cl)=[O:15].[NH2:21][C:22]1[CH:27]=[CH:26][CH:25]=[CH:24][CH:23]=1. Product: [I:11][C:12]1[CH:20]=[CH:19][CH:18]=[CH:17][C:13]=1[C:14]([NH:21][C:22]1[CH:27]=[CH:26][CH:25]=[CH:24][CH:23]=1)=[O:15]. The catalyst class is: 6. (6) Reactant: Cl[CH2:2][CH2:3][C:4]([NH:6][C:7]1[CH:20]=[CH:19][C:18]2[C:17](=[O:21])[C:16]3[C:11](=[CH:12][C:13]([NH:22][C:23](=[O:27])[CH2:24][CH2:25]Cl)=[CH:14][CH:15]=3)[C:10](=[O:28])[C:9]=2[CH:8]=1)=[O:5].[NH:29]1[CH2:33][CH2:32][CH2:31][CH2:30]1.[N:34]1[CH:39]=[CH:38][CH:37]=[CH:36]C=1. Product: [N:29]1([CH2:2][CH2:3][C:4]([NH:6][C:7]2[CH:20]=[CH:19][C:18]3[C:17](=[O:21])[C:16]4[C:11](=[CH:12][C:13]([NH:22][C:23](=[O:27])[CH2:24][CH2:25][N:34]5[CH2:36][CH2:37][CH2:38][CH2:39]5)=[CH:14][CH:15]=4)[C:10](=[O:28])[C:9]=3[CH:8]=2)=[O:5])[CH2:33][CH2:32][CH2:31][CH2:30]1. The catalyst class is: 9.